From a dataset of Experimentally validated miRNA-target interactions with 360,000+ pairs, plus equal number of negative samples. Binary Classification. Given a miRNA mature sequence and a target amino acid sequence, predict their likelihood of interaction. (1) The miRNA is rno-miR-378a-3p with sequence ACUGGACUUGGAGUCAGAAGG. The protein sequence of the target gene is MDFRTACEETKTGICLLQDGNQEPFKVRLHLAKDILMIQEQDVICVSGEPFYSGERTVTIRRQTVGGFGLSIKGGAEHNIPVVVSKISKEQRAELSGLLFIGDAILQINGINVRKCRHEEVVQVLRNAGEEVTLTVSFLKRAPAFLKLPLNEDCACAPSDQSSGTSSPLCDSGLHLNYHPNNTDTLSCSSWPTSPGLRWEKRWCDLRLIPLLHSRFSQYVPGTDLSRQNAFQVIAVDGVCTGIIQCLSAEDCVDWLQAIATNISNLTKHNIKKINRNFPVNQQIVYMGWCEAREQDPLQD.... Result: 0 (no interaction). (2) The miRNA is hsa-miR-3622a-5p with sequence CAGGCACGGGAGCUCAGGUGAG. The protein sequence of the target gene is MSLRSHLSRLLRTQVHSVRKKSVHSVAVIGAPFSQGQKRKGVEYGPAAVRXAGLMKRLSDLGCHLKDFGDLNFTPVPKDDLYNNLIVNPRSVGLANQELAEVVSRAVSGGYSCVTVGGDHSLAIGTISGHARHCPDLGVIWVDAHADINTPLTTSSGNLHGQPVSFLLRELQDKVPQLPGFSWIKPCISSPSIVYIGLRDVDPPEHFILKNYDIQYFSMRDIDRLGIQKVMEQTFDLLIGKRQRPIHLSFDIDAFDPTLAPATGTPVVGGLTYREGIYITEEIHSTGLLSALDLVEVNPR.... Result: 0 (no interaction). (3) The miRNA is hsa-miR-4453 with sequence GAGCUUGGUCUGUAGCGGUU. The protein sequence of the target gene is MAAINPWASWGALTDQSWGMTAVDPWASWALCPQYPAWHVEGSLEEGRRATGLPAAQVQEPVTFKDVAVDFTQEEWGQLDLVQRTLYRDVMLETYGHLLSVGNQIAKPEVISLLEQGEEPWSVEQACPQRTCPEWVRNLESKALIPAQSIFEEEQSHGMKLERYIWDDPWFSRLEVLGCKDQLEMYHMNQSTAMRQMVFMQKQVLSQRSSEFCGLGAEFSQNLNFVPSQRVSQIEHFYKPDTHAQSWRCDSAIMYADKVTCENNDYDKTVYQSIQPIYPARIQTGDNLFKCTDAVKSFNH.... Result: 0 (no interaction). (4) The miRNA is gga-miR-16-5p with sequence UAGCAGCACGUAAAUAUUGGUG. The protein sequence of the target gene is MGQCGITSSKTVLVFLNLIFWGAAGILCYVGAYVFITYDDYDHFFEDVYTLFPAVVIIAVGALLFIIGLIGCCATIRESRCGLATFVFILLLVFVTEVVVVVLGYVYRAKVENEVDRSIQKVYKTYNGTNSDAASRAIDYVQRQLHCCGIHNYSDWENTDWFKETKNQSVPLSCCRETAKSCNGSLANPSDLYAEGCEALVVKKLQEILMHVIWAALAFAAIQLLGMLCACIVLCRRSRDPAYELLITGGTYA. Result: 0 (no interaction). (5) The miRNA is cel-miR-75-3p with sequence UUAAAGCUACCAACCGGCUUCA. The protein sequence of the target gene is MTDTPETLSGTECNGDRPPENGQQPSSQTRQETTDADETQAYYKVEPSLEDLPAKENQEETGNTKGNILPKGPEDEKILNENPEENLFVVHQAIKDLSLQEISAEDMAFREGHPWKKIPPNSSNLEVSRQKERTAQQQLEQRGDASTTEIEWLGFQKSRPVDILHSKCDEEEEEEEEVWNEEINEEDVDECAEEEDEVRVIEFKRKHREGSPLKEESLAREDSPLGSPGSQPGTPDEQPVFGKKGDIARNSYSRYNTISYRKIRKGNTKQRIDEFESMMHL. Result: 0 (no interaction). (6) The protein sequence of the target gene is MCSTNPGKWVTFDDDPAVQSSQKSKNFPLENQGVCRPNGLKLNLPGLREFPSGSSSTSSTPLSSPIVDFYFSPGPPSNSPLSTPTKDFPGFPGIPKAGTHVLYPIPESSSDSPLAISGGESSLLPTRPTCLSHALLPSDHSCTHPTPKVGLPDEVNPQQAESLGFQSDDLPQFQYFREDCAFSSPFWKDEGSDSHFTLDPPGSKKMFSSRNKEMPIDQKSLNKCSLNYICEKLEHLQSAENQDSLRSLSMHCLCAEENASSFVPHTLFRSQPKSGWSFMLRIPEKKNMMSSRQWGPIFLK.... Result: 0 (no interaction). The miRNA is mmu-miR-185-5p with sequence UGGAGAGAAAGGCAGUUCCUGA.